This data is from Forward reaction prediction with 1.9M reactions from USPTO patents (1976-2016). The task is: Predict the product of the given reaction. Given the reactants [C:1]([O:5][C:6]([NH:8][CH:9]([CH2:13][CH:14]1[CH2:19][CH2:18][CH2:17][CH2:16][CH2:15]1)[C:10]([OH:12])=[O:11])=[O:7])([CH3:4])([CH3:3])[CH3:2].[C:20](=O)([O-])[O-].[K+].[K+].CI.C(OCC)(=O)C, predict the reaction product. The product is: [CH3:20][O:11][C:10](=[O:12])[CH:9]([NH:8][C:6]([O:5][C:1]([CH3:4])([CH3:2])[CH3:3])=[O:7])[CH2:13][CH:14]1[CH2:15][CH2:16][CH2:17][CH2:18][CH2:19]1.